From a dataset of TCR-epitope binding with 47,182 pairs between 192 epitopes and 23,139 TCRs. Binary Classification. Given a T-cell receptor sequence (or CDR3 region) and an epitope sequence, predict whether binding occurs between them. (1) The TCR CDR3 sequence is CASSDRTEAFF. Result: 0 (the TCR does not bind to the epitope). The epitope is GTITSGWTF. (2) Result: 0 (the TCR does not bind to the epitope). The epitope is YSEHPTFTSQY. The TCR CDR3 sequence is CASSTYMTNTEAFF. (3) The epitope is FLLNKEMYL. The TCR CDR3 sequence is CASSAFIGQGSYEQYF. Result: 0 (the TCR does not bind to the epitope). (4) The epitope is KTSVDCTMYI. The TCR CDR3 sequence is CASSYTRQKEQFF. Result: 1 (the TCR binds to the epitope). (5) The epitope is ARMILMTHF. The TCR CDR3 sequence is CASSQDWALGYNEQFF. Result: 0 (the TCR does not bind to the epitope). (6) The epitope is LLSAGIFGA. The TCR CDR3 sequence is CASSLRASGGSDTQYF. Result: 0 (the TCR does not bind to the epitope). (7) The epitope is LLFGYPVYV. The TCR CDR3 sequence is CASSLPGQDYGYTF. Result: 0 (the TCR does not bind to the epitope). (8) The epitope is KTWGQYWQV. The TCR CDR3 sequence is CASSLEIAQETQYF. Result: 1 (the TCR binds to the epitope). (9) The epitope is ILGLPTQTV. The TCR CDR3 sequence is CASSSGPPIGPNEQFF. Result: 1 (the TCR binds to the epitope).